From a dataset of Full USPTO retrosynthesis dataset with 1.9M reactions from patents (1976-2016). Predict the reactants needed to synthesize the given product. (1) Given the product [C:29]1([C:32]2[CH:33]=[CH:34][CH:35]=[CH:36][CH:37]=2)[CH:30]=[CH:31][C:26]([S:23]([N:22]2[CH2:21][CH2:20][S:19][CH:18]2[C:16]([NH:15][CH:8]([C:9]2[CH:10]=[CH:11][CH:12]=[CH:13][CH:14]=2)[CH2:7][CH2:6][N:38]2[CH2:42][CH2:41][CH2:40][CH2:39]2)=[O:17])(=[O:25])=[O:24])=[CH:27][CH:28]=1, predict the reactants needed to synthesize it. The reactants are: CS(O[CH2:6][CH2:7][C@H:8]([NH:15][C:16]([C@H:18]1[N:22]([S:23]([C:26]2[CH:31]=[CH:30][C:29]([C:32]3[CH:37]=[CH:36][CH:35]=[CH:34][CH:33]=3)=[CH:28][CH:27]=2)(=[O:25])=[O:24])[CH2:21][CH2:20][S:19]1)=[O:17])[C:9]1[CH:14]=[CH:13][CH:12]=[CH:11][CH:10]=1)(=O)=O.[NH:38]1[CH2:42][CH2:41][CH2:40][CH2:39]1. (2) The reactants are: I[Si](C)(C)C.C([O:8][P:9](OCC)([O:11][C:12]1[CH:17]=[CH:16][C:15](/[C:18](/[CH3:34])=[CH:19]/[C:20]([O:22][C:23]2[C:28]([Cl:29])=[C:27]([Cl:30])[C:26]([Cl:31])=[C:25]([Cl:32])[C:24]=2[Cl:33])=[O:21])=[CH:14][CH:13]=1)=O)C.C[Si](N([Si](C)(C)C)C(=O)C(F)(F)F)(C)C. Given the product [PH2:9]([O:11][C:12]1[CH:13]=[CH:14][C:15](/[C:18](/[CH3:34])=[CH:19]/[C:20]([O:22][C:23]2[C:24]([Cl:33])=[C:25]([Cl:32])[C:26]([Cl:31])=[C:27]([Cl:30])[C:28]=2[Cl:29])=[O:21])=[CH:16][CH:17]=1)=[O:8], predict the reactants needed to synthesize it. (3) Given the product [CH2:1]([C:8]1([C:17]([OH:19])=[O:18])[C:16]2[C:11](=[CH:12][CH:13]=[CH:14][CH:15]=2)[CH2:10][CH2:9]1)[C:2]1[CH:7]=[CH:6][CH:5]=[CH:4][CH:3]=1, predict the reactants needed to synthesize it. The reactants are: [CH2:1]([C:8]1([C:17]([O:19]C)=[O:18])[C:16]2[C:11](=[CH:12][CH:13]=[CH:14][CH:15]=2)[CH2:10][CH2:9]1)[C:2]1[CH:7]=[CH:6][CH:5]=[CH:4][CH:3]=1.[OH-].[Na+].Cl. (4) Given the product [F:14][C:11]1[CH:12]=[C:13]2[C:8](=[CH:9][CH:10]=1)[N:7]([NH:15][C:16]([C:18]1[C:19]([CH3:30])=[N:20][C:21]([C:24]3[CH:29]=[CH:28][CH:27]=[CH:26][N:25]=3)=[N:22][CH:23]=1)=[O:17])[CH:6]=[C:5]2[C:3]([OH:4])=[O:2], predict the reactants needed to synthesize it. The reactants are: C[O:2][C:3]([C:5]1[C:13]2[C:8](=[CH:9][CH:10]=[C:11]([F:14])[CH:12]=2)[N:7]([NH:15][C:16]([C:18]2[C:19]([CH3:30])=[N:20][C:21]([C:24]3[CH:29]=[CH:28][CH:27]=[CH:26][N:25]=3)=[N:22][CH:23]=2)=[O:17])[CH:6]=1)=[O:4].[OH-].[K+]. (5) Given the product [CH2:29]([O:31][C:32]([C:34]1[CH:39]=[CH:38][C:37]([C:13]2[CH:12]=[CH:17][CH:16]=[C:15]([CH2:18][S:19][CH2:20][CH2:21][O:22][C:23]3[CH:24]=[CH:25][CH:26]=[CH:27][CH:28]=3)[CH:14]=2)=[CH:36][CH:35]=1)=[O:33])[CH3:30], predict the reactants needed to synthesize it. The reactants are: C(OC(C1C=C([C:12]2[CH:17]=[CH:16][C:15]([CH2:18][S:19][CH2:20][CH2:21][O:22][C:23]3[CH:28]=[CH:27][CH:26]=[CH:25][CH:24]=3)=[CH:14][CH:13]=2)C=CC=1)=O)C.[CH2:29]([O:31][C:32]([C:34]1[CH:39]=[CH:38][C:37](C2C=CC=C(CSCCO)C=2)=[CH:36][CH:35]=1)=[O:33])[CH3:30].C1(O)C=CC=CC=1.C1(P(C2C=CC=CC=2)C2C=CC=CC=2)C=CC=CC=1. (6) Given the product [NH2:45][C:44]1[CH:46]=[CH:47][C:41]([O:40][CH2:39][CH2:38][CH2:37][N:36]([CH3:34])[C:2]2[N:7]=[C:6]([C:8]3[C:9]([C:17]4[CH:18]=[C:19]([NH:23][C:24](=[O:33])[C:25]5[C:26]([F:32])=[CH:27][CH:28]=[CH:29][C:30]=5[F:31])[CH:20]=[CH:21][CH:22]=4)=[N:10][N:11]4[CH:16]=[CH:15][CH:14]=[CH:13][C:12]=34)[CH:5]=[CH:4][N:3]=2)=[C:42]([F:48])[CH:43]=1, predict the reactants needed to synthesize it. The reactants are: Cl[C:2]1[N:7]=[C:6]([C:8]2[C:9]([C:17]3[CH:18]=[C:19]([NH:23][C:24](=[O:33])[C:25]4[C:30]([F:31])=[CH:29][CH:28]=[CH:27][C:26]=4[F:32])[CH:20]=[CH:21][CH:22]=3)=[N:10][N:11]3[CH:16]=[CH:15][CH:14]=[CH:13][C:12]=23)[CH:5]=[CH:4][N:3]=1.[CH2:34]([N:36](CC)[CH2:37][CH2:38][CH2:39][O:40][C:41]1[CH:47]=[CH:46][C:44]([NH2:45])=[CH:43][C:42]=1[F:48])C. (7) The reactants are: [NH2:1][C:2]1[CH:7]=[CH:6][C:5]([N:8]2[CH2:14][CH2:13][CH2:12][N:11](C(OC(C)(C)C)=O)[CH2:10][CH2:9]2)=[CH:4][C:3]=1[NH:22][S:23]([CH3:26])(=[O:25])=[O:24].[CH3:27][O:28][C:29]1[CH:30]=[C:31]([S:35]([Cl:38])(=[O:37])=[O:36])[CH:32]=[CH:33][CH:34]=1. Given the product [ClH:38].[N:8]1([C:5]2[CH:6]=[CH:7][C:2]([NH:1][S:35]([C:31]3[CH:32]=[CH:33][CH:34]=[C:29]([O:28][CH3:27])[CH:30]=3)(=[O:37])=[O:36])=[C:3]([NH:22][S:23]([CH3:26])(=[O:24])=[O:25])[CH:4]=2)[CH2:14][CH2:13][CH2:12][NH:11][CH2:10][CH2:9]1, predict the reactants needed to synthesize it.